This data is from Forward reaction prediction with 1.9M reactions from USPTO patents (1976-2016). The task is: Predict the product of the given reaction. The product is: [OH:35][C:22]1[C:21](=[O:36])[N:10]([C:11]2[N:12]=[N:13][C:14]([CH3:17])=[CH:15][CH:16]=2)[CH:6]([C:5]2[CH:8]=[CH:9][C:2]([OH:1])=[CH:3][CH:4]=2)[C:23]=1[C:24](=[O:25])[C:26]1[CH:27]=[CH:28][C:29]([CH:32]([CH3:33])[CH3:34])=[CH:30][CH:31]=1. Given the reactants [OH:1][C:2]1[CH:9]=[CH:8][C:5]([CH:6]=O)=[CH:4][CH:3]=1.[NH2:10][C:11]1[N:12]=[N:13][C:14]([CH3:17])=[CH:15][CH:16]=1.C(O[C:21](=[O:36])[C:22]([OH:35])=[CH:23][C:24]([C:26]1[CH:31]=[CH:30][C:29]([CH:32]([CH3:34])[CH3:33])=[CH:28][CH:27]=1)=[O:25])C, predict the reaction product.